Predict the reaction yield, written as a fraction of the theoretical maximum amount of product (1.0 means a 100% yield; for example, 0.34 means a 34% yield). From a dataset of Reaction yield outcomes from USPTO patents with 853,638 reactions. (1) The reactants are Br[CH2:2][C:3]1[N:4]=[C:5]([C:13]2[CH:18]=[CH:17][C:16]([C:19]([F:22])([F:21])[F:20])=[CH:15][CH:14]=2)[S:6][C:7]=1[C:8]([O:10][CH2:11][CH3:12])=[O:9].C(=O)([O-])[O-].[Na+].[Na+].[F:29][C:30]([F:41])([F:40])[C:31]1[CH:36]=[CH:35][C:34](B(O)O)=[CH:33][CH:32]=1. The catalyst is COCCOCCOC.O.C(O)C.C1C=CC([P]([Pd]([P](C2C=CC=CC=2)(C2C=CC=CC=2)C2C=CC=CC=2)([P](C2C=CC=CC=2)(C2C=CC=CC=2)C2C=CC=CC=2)[P](C2C=CC=CC=2)(C2C=CC=CC=2)C2C=CC=CC=2)(C2C=CC=CC=2)C2C=CC=CC=2)=CC=1. The product is [F:29][C:30]([F:41])([F:40])[C:31]1[CH:36]=[CH:35][C:34]([CH2:2][C:3]2[N:4]=[C:5]([C:13]3[CH:18]=[CH:17][C:16]([C:19]([F:22])([F:21])[F:20])=[CH:15][CH:14]=3)[S:6][C:7]=2[C:8]([O:10][CH2:11][CH3:12])=[O:9])=[CH:33][CH:32]=1. The yield is 0.350. (2) The reactants are P(Cl)(Cl)([Cl:3])=O.[CH2:6]([O:8][C:9]([C:11]1[C:16](O)=[C:15]([CH3:18])[C:14](=[O:19])[N:13]([CH3:20])[C:12]=1[CH3:21])=[O:10])[CH3:7]. No catalyst specified. The product is [CH2:6]([O:8][C:9]([C:11]1[C:16]([Cl:3])=[C:15]([CH3:18])[C:14](=[O:19])[N:13]([CH3:20])[C:12]=1[CH3:21])=[O:10])[CH3:7]. The yield is 0.890. (3) The yield is 0.780. The catalyst is C1COCC1. The product is [Cl:1][C:2]1[O:6][C:5]([C:7]([O:9][CH3:10])=[O:8])=[CH:4][C:3]=1[C:11]1[N:15]([CH2:16][CH3:17])[N:14]=[CH:13][C:12]=1[Cl:25]. The reactants are [Cl:1][C:2]1[O:6][C:5]([C:7]([O:9][CH3:10])=[O:8])=[CH:4][C:3]=1[C:11]1[N:15]([CH2:16][CH3:17])[N:14]=[CH:13][CH:12]=1.C1C(=O)N([Cl:25])C(=O)C1. (4) The reactants are [CH2:1]([O:8][C:9]1[CH:17]=[CH:16][C:12]([C:13]([OH:15])=O)=[CH:11][C:10]=1[C:18]([NH:20][C:21]1[CH:26]=[C:25]([C:27]([F:30])([F:29])[F:28])[CH:24]=[C:23]([C:31]([F:34])([F:33])[F:32])[CH:22]=1)=[O:19])[C:2]1[CH:7]=[CH:6][CH:5]=[CH:4][CH:3]=1.[NH:35]1[CH2:40][CH2:39][CH2:38][CH2:37][CH2:36]1. The product is [CH2:1]([O:8][C:9]1[CH:17]=[CH:16][C:12]([C:13]([N:35]2[CH2:40][CH2:39][CH2:38][CH2:37][CH2:36]2)=[O:15])=[CH:11][C:10]=1[C:18]([NH:20][C:21]1[CH:22]=[C:23]([C:31]([F:34])([F:33])[F:32])[CH:24]=[C:25]([C:27]([F:30])([F:28])[F:29])[CH:26]=1)=[O:19])[C:2]1[CH:7]=[CH:6][CH:5]=[CH:4][CH:3]=1. The yield is 0.564. No catalyst specified. (5) The reactants are [CH2:1]([C:3]([C:21]1[CH:34]=[CH:33][C:24]([C:25]([NH:27][CH2:28][C:29]([O:31]C)=[O:30])=[O:26])=[C:23]([CH3:35])[CH:22]=1)([C:6]1[CH:11]=[CH:10][C:9]([O:12][CH2:13][CH:14]([OH:19])[C:15]([CH3:18])([CH3:17])[CH3:16])=[C:8]([CH3:20])[CH:7]=1)[CH2:4][CH3:5])[CH3:2].CO.[OH-].[Na+]. The catalyst is O. The product is [CH2:1]([C:3]([C:21]1[CH:34]=[CH:33][C:24]([C:25]([NH:27][CH2:28][C:29]([OH:31])=[O:30])=[O:26])=[C:23]([CH3:35])[CH:22]=1)([C:6]1[CH:11]=[CH:10][C:9]([O:12][CH2:13][CH:14]([OH:19])[C:15]([CH3:17])([CH3:18])[CH3:16])=[C:8]([CH3:20])[CH:7]=1)[CH2:4][CH3:5])[CH3:2]. The yield is 0.710. (6) The reactants are [CH3:1][C:2]1[CH:9]=[C:8]([O:10][CH2:11][CH2:12][CH2:13][C:14]2[CH2:15][CH2:16][N:17]([CH3:20])[CH2:18][CH:19]=2)[CH:7]=[CH:6][C:3]=1[CH:4]=O.C[N:22]1CC=[C:25]([CH2:28][CH2:29][CH2:30]O)[CH2:24][CH2:23]1.N1C=CC=CC=1.C1(C)C=CC(S([Cl:47])(=O)=O)=CC=1.OC1C=CC(C=O)=C(C)C=1.C([O-])([O-])=O.[K+].[K+].C[N:66]([CH:68]=O)C. The catalyst is ClCCl.O. The product is [Cl:47][C:25]1[CH:28]=[C:29]([CH3:30])[C:68]2[N:66]=[C:4]([C:3]3[CH:6]=[CH:7][C:8]([O:10][CH2:11][CH2:12][CH2:13][C:14]4[CH2:15][CH2:16][N:17]([CH3:20])[CH2:18][CH:19]=4)=[CH:9][C:2]=3[CH3:1])[NH:22][C:23]=2[CH:24]=1. The yield is 0.0900. (7) The product is [CH2:20]([O:27][C:28]1[CH:35]=[CH:34][C:31]([CH2:32][C:17]#[N:18])=[CH:30][C:29]=1[Cl:36])[C:21]1[CH:26]=[CH:25][CH:24]=[CH:23][CH:22]=1. The yield is 0.340. The reactants are CC([O-])(C)C.[K+].CC1C=CC(S([CH2:17][N+:18]#[C-])(=O)=O)=CC=1.[CH2:20]([O:27][C:28]1[CH:35]=[CH:34][C:31]([CH:32]=O)=[CH:30][C:29]=1[Cl:36])[C:21]1[CH:26]=[CH:25][CH:24]=[CH:23][CH:22]=1.CO. The catalyst is C1COCC1.O. (8) The reactants are C[O:2][C:3](=[O:15])[C:4]1[CH:9]=[C:8]([O:10][CH2:11][CH3:12])[C:7]([Cl:13])=[C:6]([NH2:14])[CH:5]=1.[CH:16]([S:18]([CH:21]=[CH2:22])(=[O:20])=[O:19])=[CH2:17].O. The catalyst is P(=O)(O)(O)O. The product is [Cl:13][C:7]1[C:8]([O:10][CH2:11][CH3:12])=[CH:9][C:4]([C:3]([OH:2])=[O:15])=[CH:5][C:6]=1[N:14]1[CH2:22][CH2:21][S:18](=[O:20])(=[O:19])[CH2:16][CH2:17]1. The yield is 0.120. (9) The reactants are [Br:1][C:2]1[CH:7]=[CH:6][C:5]2[C:8]3[CH2:9][NH:10][CH2:11][CH2:12][CH2:13][C:14]=3[O:15][C:4]=2[CH:3]=1.[C:16](O[C:16]([O:18][C:19]([CH3:22])([CH3:21])[CH3:20])=[O:17])([O:18][C:19]([CH3:22])([CH3:21])[CH3:20])=[O:17].C(N(CC)CC)C. The catalyst is ClCCl. The product is [Br:1][C:2]1[CH:7]=[CH:6][C:5]2[C:8]3[CH2:9][N:10]([C:16]([O:18][C:19]([CH3:22])([CH3:21])[CH3:20])=[O:17])[CH2:11][CH2:12][CH2:13][C:14]=3[O:15][C:4]=2[CH:3]=1. The yield is 0.830. (10) The reactants are C[O:2][CH2:3][C:4]1[N:39]=[C:7]2[N:8]([CH:35]([CH3:38])[CH2:36][CH3:37])[C:9](=[O:34])[C:10]([CH2:15][C:16]3[CH:21]=[CH:20][C:19]([C:22]4[CH:27]=[CH:26][CH:25]=[CH:24][C:23]=4[C:28]4[NH:32][C:31](=[O:33])[O:30][N:29]=4)=[CH:18][CH:17]=3)=[C:11]([CH2:12][CH2:13][CH3:14])[N:6]2[N:5]=1.B(Br)(Br)Br.C(=O)([O-])O.[Na+].Cl. The catalyst is ClCCl. The product is [OH:2][CH2:3][C:4]1[N:39]=[C:7]2[N:8]([CH:35]([CH3:38])[CH2:36][CH3:37])[C:9](=[O:34])[C:10]([CH2:15][C:16]3[CH:17]=[CH:18][C:19]([C:22]4[CH:27]=[CH:26][CH:25]=[CH:24][C:23]=4[C:28]4[NH:32][C:31](=[O:33])[O:30][N:29]=4)=[CH:20][CH:21]=3)=[C:11]([CH2:12][CH2:13][CH3:14])[N:6]2[N:5]=1. The yield is 0.290.